This data is from Reaction yield outcomes from USPTO patents with 853,638 reactions. The task is: Predict the reaction yield, written as a fraction of the theoretical maximum amount of product (1.0 means a 100% yield; for example, 0.34 means a 34% yield). (1) The reactants are Cl[C:2]1[N:7]=[C:6]([NH:8][C:9]2[CH:13]=[C:12]([CH:14]3[CH2:16][CH2:15]3)[NH:11][N:10]=2)[CH:5]=[CH:4][N:3]=1.[CH3:17][S:18]([C:21]1[CH:26]=[CH:25][C:24](B(O)O)=[CH:23][CH:22]=1)(=[O:20])=[O:19].C1CCC(P(C2CCCCC2)C2CCCCC2)CC1.[O-]P([O-])([O-])=O.[K+].[K+].[K+]. The catalyst is O.O1CCOCC1. The product is [CH:14]1([C:12]2[NH:11][N:10]=[C:9]([NH:8][C:6]3[CH:5]=[CH:4][N:3]=[C:2]([C:24]4[CH:25]=[CH:26][C:21]([S:18]([CH3:17])(=[O:20])=[O:19])=[CH:22][CH:23]=4)[N:7]=3)[CH:13]=2)[CH2:16][CH2:15]1. The yield is 0.0540. (2) The yield is 0.800. The catalyst is C(O)C. The reactants are [F:1][C:2]1[CH:11]=[CH:10][C:5]2[C:6](=O)[CH2:7][O:8][C:4]=2[CH:3]=1.C([O-])(=O)C.[Na+].Cl.[NH2:18][OH:19]. The product is [F:1][C:2]1[CH:11]=[CH:10][C:5]2[C:6](=[N:18][OH:19])[CH2:7][O:8][C:4]=2[CH:3]=1. (3) The catalyst is CO. The product is [CH3:1][O:2][C:3]1[C:4](=[O:23])[C:5]([C:19]([OH:21])=[O:20])=[N:6][N:7]([C:9]2[CH:10]=[CH:11][CH:12]=[C:13]3[C:18]=2[N:17]=[CH:16][CH:15]=[CH:14]3)[CH:8]=1. The reactants are [CH3:1][O:2][C:3]1[C:4](=[O:23])[C:5]([C:19]([O:21]C)=[O:20])=[N:6][N:7]([C:9]2[CH:10]=[CH:11][CH:12]=[C:13]3[C:18]=2[N:17]=[CH:16][CH:15]=[CH:14]3)[CH:8]=1.[OH-].[Na+].C1COCC1.Cl. The yield is 0.750. (4) The reactants are [Cl:1][C:2]1[CH:7]=[C:6]([N+:8]([O-])=O)[CH:5]=[CH:4][C:3]=1[N:11]1[CH2:16][CH2:15][N:14]([CH3:17])[CH2:13][CH2:12]1. The catalyst is CO.[Pt](=O)=O. The product is [Cl:1][C:2]1[CH:7]=[C:6]([NH2:8])[CH:5]=[CH:4][C:3]=1[N:11]1[CH2:12][CH2:13][N:14]([CH3:17])[CH2:15][CH2:16]1. The yield is 1.00. (5) The reactants are [Cl:1][C:2]1[CH:21]=[C:20]([O:22][CH3:23])[CH:19]=[CH:18][C:3]=1[O:4][C:5]1[S:6][C:7]([C:10]2[CH:14]=[C:13]([CH:15]([NH2:17])[CH3:16])[O:12][N:11]=2)=[CH:8][N:9]=1.C(N(CC)CC)C.[C:31](OC(=O)C)(=[O:33])[CH3:32]. The product is [Cl:1][C:2]1[CH:21]=[C:20]([O:22][CH3:23])[CH:19]=[CH:18][C:3]=1[O:4][C:5]1[S:6][C:7]([C:10]2[CH:14]=[C:13]([CH:15]([NH:17][C:31](=[O:33])[CH3:32])[CH3:16])[O:12][N:11]=2)=[CH:8][N:9]=1. The yield is 0.940. The catalyst is ClCCl.